From a dataset of Catalyst prediction with 721,799 reactions and 888 catalyst types from USPTO. Predict which catalyst facilitates the given reaction. Reactant: Cl.Cl.[Cl:3][C:4]1[N:5]=[C:6]([N:20]2[CH2:25][CH2:24][O:23][CH2:22][CH2:21]2)[C:7]2[S:12][C:11]([C:13]3([OH:19])[CH2:18][CH2:17][NH:16][CH2:15][CH2:14]3)=[CH:10][C:8]=2[N:9]=1.[S:26]1[CH:30]=[CH:29][N:28]=[C:27]1[CH:31]=O.C(N(CC)CC)C.C(O[BH-](OC(=O)C)OC(=O)C)(=O)C.[Na+]. Product: [Cl:3][C:4]1[N:5]=[C:6]([N:20]2[CH2:25][CH2:24][O:23][CH2:22][CH2:21]2)[C:7]2[S:12][C:11]([C:13]3([OH:19])[CH2:14][CH2:15][N:16]([CH2:31][C:27]4[S:26][CH:30]=[CH:29][N:28]=4)[CH2:17][CH2:18]3)=[CH:10][C:8]=2[N:9]=1. The catalyst class is: 26.